The task is: Predict the reaction yield, written as a fraction of the theoretical maximum amount of product (1.0 means a 100% yield; for example, 0.34 means a 34% yield).. This data is from Reaction yield outcomes from USPTO patents with 853,638 reactions. (1) The reactants are [OH:1][C:2]1[CH:9]=[C:8]([N+:10]([O-:12])=[O:11])[CH:7]=[CH:6][C:3]=1[C:4]#[N:5].C([O-])([O-])=O.[Cs+].[Cs+].[CH2:19](Br)[CH:20]=[CH2:21]. The catalyst is CN(C=O)C. The product is [CH2:21]([O:1][C:2]1[CH:9]=[C:8]([N+:10]([O-:12])=[O:11])[CH:7]=[CH:6][C:3]=1[C:4]#[N:5])[CH:20]=[CH2:19]. The yield is 0.650. (2) The reactants are Br[CH2:2][CH2:3][CH2:4][Cl:5].[CH3:6][N:7]([CH2:9][C:10]1([C:16]2[CH:21]=[CH:20][C:19]([OH:22])=[CH:18][CH:17]=2)[CH2:15][CH2:14][O:13][CH2:12][CH2:11]1)[CH3:8].C(=O)([O-])[O-].[K+].[K+]. The catalyst is CN(C)C=O. The product is [Cl:5][CH2:4][CH2:3][CH2:2][O:22][C:19]1[CH:20]=[CH:21][C:16]([C:10]2([CH2:9][N:7]([CH3:8])[CH3:6])[CH2:15][CH2:14][O:13][CH2:12][CH2:11]2)=[CH:17][CH:18]=1. The yield is 0.600.